Regression. Given two drug SMILES strings and cell line genomic features, predict the synergy score measuring deviation from expected non-interaction effect. From a dataset of NCI-60 drug combinations with 297,098 pairs across 59 cell lines. (1) Drug 1: C1=CN(C(=O)N=C1N)C2C(C(C(O2)CO)O)O.Cl. Drug 2: C1CN(CCN1C(=O)CCBr)C(=O)CCBr. Cell line: LOX IMVI. Synergy scores: CSS=45.3, Synergy_ZIP=-5.16, Synergy_Bliss=-2.25, Synergy_Loewe=-2.17, Synergy_HSA=1.93. (2) Drug 1: CC12CCC3C(C1CCC2O)C(CC4=C3C=CC(=C4)O)CCCCCCCCCS(=O)CCCC(C(F)(F)F)(F)F. Drug 2: CCCCCOC(=O)NC1=NC(=O)N(C=C1F)C2C(C(C(O2)C)O)O. Cell line: NCI-H322M. Synergy scores: CSS=-2.82, Synergy_ZIP=3.77, Synergy_Bliss=6.28, Synergy_Loewe=-4.12, Synergy_HSA=-3.71. (3) Drug 1: CC(CN1CC(=O)NC(=O)C1)N2CC(=O)NC(=O)C2. Drug 2: C1=CC(=CC=C1CCCC(=O)O)N(CCCl)CCCl. Cell line: SN12C. Synergy scores: CSS=55.6, Synergy_ZIP=5.41, Synergy_Bliss=8.60, Synergy_Loewe=8.43, Synergy_HSA=12.1. (4) Drug 1: C1=NC(=NC(=O)N1C2C(C(C(O2)CO)O)O)N. Drug 2: CCC1(CC2CC(C3=C(CCN(C2)C1)C4=CC=CC=C4N3)(C5=C(C=C6C(=C5)C78CCN9C7C(C=CC9)(C(C(C8N6C)(C(=O)OC)O)OC(=O)C)CC)OC)C(=O)OC)O.OS(=O)(=O)O. Cell line: TK-10. Synergy scores: CSS=1.50, Synergy_ZIP=2.79, Synergy_Bliss=5.85, Synergy_Loewe=-0.313, Synergy_HSA=1.84. (5) Drug 1: CC(C)(C#N)C1=CC(=CC(=C1)CN2C=NC=N2)C(C)(C)C#N. Drug 2: C1=NNC2=C1C(=O)NC=N2. Cell line: KM12. Synergy scores: CSS=2.23, Synergy_ZIP=-2.98, Synergy_Bliss=-5.40, Synergy_Loewe=-1.06, Synergy_HSA=-3.47. (6) Drug 1: C1=CC(=CC=C1CCCC(=O)O)N(CCCl)CCCl. Drug 2: CC1CCCC2(C(O2)CC(NC(=O)CC(C(C(=O)C(C1O)C)(C)C)O)C(=CC3=CSC(=N3)C)C)C. Cell line: OVCAR3. Synergy scores: CSS=12.9, Synergy_ZIP=-8.41, Synergy_Bliss=-1.00, Synergy_Loewe=-2.33, Synergy_HSA=-1.27.